From a dataset of Reaction yield outcomes from USPTO patents with 853,638 reactions. Predict the reaction yield, written as a fraction of the theoretical maximum amount of product (1.0 means a 100% yield; for example, 0.34 means a 34% yield). (1) The reactants are [NH2:1][C@H:2]([C:13](O)=[O:14])[CH2:3][C:4]1[C:12]2[C:7](=[CH:8][CH:9]=[CH:10][CH:11]=2)[NH:6][CH:5]=1.S(C)C. The catalyst is C1COCC1. The product is [NH2:1][C@@H:2]([CH2:3][C:4]1[C:12]2[C:7](=[CH:8][CH:9]=[CH:10][CH:11]=2)[NH:6][CH:5]=1)[CH2:13][OH:14]. The yield is 0.920. (2) The reactants are [CH3:1][C:2]1[CH:13]=[CH:12][C:5]([CH2:6][N:7]2[CH:11]=[N:10][CH:9]=[N:8]2)=[CH:4][CH:3]=1.[CH:14](=[O:16])[CH3:15]. No catalyst specified. The product is [CH3:1][C:2]1[CH:3]=[CH:4][C:5]([CH2:6][N:7]2[C:11]([CH:14]([OH:16])[CH3:15])=[N:10][CH:9]=[N:8]2)=[CH:12][CH:13]=1. The yield is 0.860. (3) The reactants are C[O:2][C:3](=[O:12])[CH2:4][C@@H:5]([C:10]#[N:11])[CH2:6][CH:7]([CH3:9])[CH3:8].[OH-].[K+]. The catalyst is [Ni].CO. The product is [CH3:9][CH:7]([CH2:6][C@H:5]([CH2:10][NH2:11])[CH2:4][C:3]([OH:12])=[O:2])[CH3:8]. The yield is 0.971.